From a dataset of Reaction yield outcomes from USPTO patents with 853,638 reactions. Predict the reaction yield, written as a fraction of the theoretical maximum amount of product (1.0 means a 100% yield; for example, 0.34 means a 34% yield). (1) The reactants are CO.[NH2:3][C:4]1[C:9]([C:10]2[O:14][N:13]=[C:12]([CH2:15][C:16]3[CH:21]=[CH:20][C:19]([OH:22])=[CH:18][CH:17]=3)[CH:11]=2)=[CH:8][CH:7]=[C:6]([NH2:23])[N:5]=1.[OH-].[Na+].[Cl:26][C:27]1[CH:32]=[N:31][CH:30]=[C:29](Cl)[N:28]=1. The catalyst is CN(C)C=O. The product is [Cl:26][C:27]1[N:28]=[C:29]([O:22][C:19]2[CH:20]=[CH:21][C:16]([CH2:15][C:12]3[CH:11]=[C:10]([C:9]4[C:4]([NH2:3])=[N:5][C:6]([NH2:23])=[CH:7][CH:8]=4)[O:14][N:13]=3)=[CH:17][CH:18]=2)[CH:30]=[N:31][CH:32]=1. The yield is 0.670. (2) The reactants are [Cl-].O[NH3+:3].[C:4](=[O:7])([O-])[OH:5].[Na+].CS(C)=O.[F:13][C:14]1[CH:15]=[C:16]([C:40]2[C:41]([C:46]#[N:47])=[CH:42][CH:43]=[CH:44][CH:45]=2)[CH:17]=[CH:18][C:19]=1[CH2:20][C:21]1[C:22](=[O:39])[N:23]([CH:33]2[CH2:38][CH2:37][O:36][CH2:35][CH2:34]2)[C:24]2[N:25]([N:30]=[CH:31][N:32]=2)[C:26]=1[CH2:27][CH2:28][CH3:29]. The catalyst is C(OCC)(=O)C. The product is [F:13][C:14]1[CH:15]=[C:16]([C:40]2[CH:45]=[CH:44][CH:43]=[CH:42][C:41]=2[C:46]2[NH:3][C:4](=[O:7])[O:5][N:47]=2)[CH:17]=[CH:18][C:19]=1[CH2:20][C:21]1[C:22](=[O:39])[N:23]([CH:33]2[CH2:38][CH2:37][O:36][CH2:35][CH2:34]2)[C:24]2[N:25]([N:30]=[CH:31][N:32]=2)[C:26]=1[CH2:27][CH2:28][CH3:29]. The yield is 0.720.